From a dataset of Full USPTO retrosynthesis dataset with 1.9M reactions from patents (1976-2016). Predict the reactants needed to synthesize the given product. (1) The reactants are: S(Cl)(Cl)=O.CN(C)C=O.[CH2:10]([O:17][C:18]([C:20]1[CH:21]=[CH:22][C:23]([C:26]([OH:28])=O)=[N:24][CH:25]=1)=[O:19])[C:11]1[CH:16]=[CH:15][CH:14]=[CH:13][CH:12]=1.Cl.[CH2:30]([O:32][C:33](=[O:41])[CH:34]([NH2:40])[C:35]([O:37][CH2:38][CH3:39])=[O:36])[CH3:31]. Given the product [CH2:38]([O:37][C:35](=[O:36])[CH:34]([NH:40][C:26]([C:23]1[CH:22]=[CH:21][C:20]([C:18]([O:17][CH2:10][C:11]2[CH:12]=[CH:13][CH:14]=[CH:15][CH:16]=2)=[O:19])=[CH:25][N:24]=1)=[O:28])[C:33]([O:32][CH2:30][CH3:31])=[O:41])[CH3:39], predict the reactants needed to synthesize it. (2) Given the product [C:1]([C:3]1[CH:8]=[CH:7][C:6]([C:9]2[CH:10]=[N:11][N:12]([C:15]3[CH:23]=[CH:22][C:18]([C:19]([N:56]([CH3:55])[CH2:57][CH2:58][CH2:59][N:60]4[CH2:65][CH2:64][CH2:63][CH2:62][CH2:61]4)=[O:20])=[CH:17][N:16]=3)[C:13]=2[OH:14])=[C:5]([CH3:24])[CH:4]=1)#[N:2], predict the reactants needed to synthesize it. The reactants are: [C:1]([C:3]1[CH:8]=[CH:7][C:6]([C:9]2[CH:10]=[N:11][N:12]([C:15]3[CH:23]=[CH:22][C:18]([C:19](O)=[O:20])=[CH:17][N:16]=3)[C:13]=2[OH:14])=[C:5]([CH3:24])[CH:4]=1)#[N:2].C1C=C2N=NN(O)C2=CC=1.O.Cl.C(N=C=NCCCN(C)C)C.C(N(CC)CC)C.[CH3:55][NH:56][CH2:57][CH2:58][CH2:59][N:60]1[CH2:65][CH2:64][CH2:63][CH2:62][CH2:61]1. (3) Given the product [CH3:24][C:25]1([CH3:33])[O:30][C:29](=[O:31])[CH:28]([CH2:11][C:13]2[CH:20]=[CH:19][C:16]([C:17]#[N:18])=[CH:15][C:14]=2[CH:21]([CH3:23])[CH3:22])[C:27](=[O:32])[O:26]1, predict the reactants needed to synthesize it. The reactants are: C(N(CC)CC)C.C(O)=O.[CH:11]([C:13]1[CH:20]=[CH:19][C:16]([C:17]#[N:18])=[CH:15][C:14]=1[CH:21]([CH3:23])[CH3:22])=O.[CH3:24][C:25]1([CH3:33])[O:30][C:29](=[O:31])[CH2:28][C:27](=[O:32])[O:26]1.Cl. (4) The reactants are: C(OC([N:8]1[CH2:13][CH2:12][C:11]2[N:14]([CH2:27][CH2:28][CH2:29]O)[N:15]=[C:16]([C:17]3[CH:22]=[CH:21][C:20]([C:23]([F:26])([F:25])[F:24])=[CH:19][CH:18]=3)[C:10]=2[CH2:9]1)=O)(C)(C)C.CCN(C(C)C)C(C)C.[CH3:40][S:41](Cl)(=[O:43])=[O:42].S([O-])(=O)(=O)C.[O:50]=[C:51]1[N:55]([CH2:56][C:57]#[N:58])[C:54]2[CH:59]=[CH:60][CH:61]=[CH:62][C:53]=2[N:52]1[CH:63]1[CH2:68][CH2:67][NH:66][CH2:65][CH2:64]1. Given the product [CH3:40][S:41]([N:8]1[CH2:13][CH2:12][C:11]2[N:14]([CH2:27][CH2:28][CH2:29][N:66]3[CH2:67][CH2:68][CH:63]([N:52]4[C:53]5[CH:62]=[CH:61][CH:60]=[CH:59][C:54]=5[N:55]([CH2:56][C:57]#[N:58])[C:51]4=[O:50])[CH2:64][CH2:65]3)[N:15]=[C:16]([C:17]3[CH:22]=[CH:21][C:20]([C:23]([F:26])([F:24])[F:25])=[CH:19][CH:18]=3)[C:10]=2[CH2:9]1)(=[O:43])=[O:42], predict the reactants needed to synthesize it. (5) The reactants are: [CH3:1][C:2]1[CH:17]=[CH:16][CH:15]=[CH:14][C:3]=1[C:4]([NH:6][C:7]1[CH:8]=[C:9]([CH3:13])[CH:10]=[CH:11][CH:12]=1)=[O:5].[Br:18]Br. Given the product [Br:18][C:10]1[CH:11]=[CH:12][C:7]([NH:6][C:4](=[O:5])[C:3]2[CH:14]=[CH:15][CH:16]=[CH:17][C:2]=2[CH3:1])=[CH:8][C:9]=1[CH3:13], predict the reactants needed to synthesize it. (6) The reactants are: Cl.[Br:2][C:3]1[CH:8]=[CH:7][C:6]([C:9](=[O:14])[CH2:10][CH2:11][CH2:12][CH3:13])=[CH:5][CH:4]=1.[N:15]([O-])=[O:16].[Na+]. Given the product [Br:2][C:3]1[CH:4]=[CH:5][C:6]([C:9](=[O:14])/[C:10](=[N:15]\[OH:16])/[CH2:11][CH2:12][CH3:13])=[CH:7][CH:8]=1, predict the reactants needed to synthesize it. (7) Given the product [OH:34][C:31]1[CH:32]=[CH:33][C:28]([CH2:27][CH2:26][CH2:25][NH:24][C:20]2[N:19]=[C:18]([CH3:35])[C:17]([C:15]([NH:14][C@@H:4]([CH2:5][NH:6][C:7]([C:9]3[S:10][CH:11]=[CH:12][CH:13]=3)=[O:8])[C:3]([OH:36])=[O:2])=[O:16])=[C:22]([CH3:23])[N:21]=2)=[CH:29][CH:30]=1, predict the reactants needed to synthesize it. The reactants are: C[O:2][C:3](=[O:36])[C@@H:4]([NH:14][C:15]([C:17]1[C:18]([CH3:35])=[N:19][C:20]([NH:24][CH2:25][CH2:26][CH2:27][C:28]2[CH:33]=[CH:32][C:31]([OH:34])=[CH:30][CH:29]=2)=[N:21][C:22]=1[CH3:23])=[O:16])[CH2:5][NH:6][C:7]([C:9]1[S:10][CH:11]=[CH:12][CH:13]=1)=[O:8].O.[OH-].[Li+].